Dataset: Peptide-MHC class I binding affinity with 185,985 pairs from IEDB/IMGT. Task: Regression. Given a peptide amino acid sequence and an MHC pseudo amino acid sequence, predict their binding affinity value. This is MHC class I binding data. (1) The peptide sequence is EGPRNQDWL. The MHC is H-2-Dd with pseudo-sequence H-2-Dd. The binding affinity (normalized) is 0.731. (2) The peptide sequence is ILAGYGAGV. The MHC is HLA-A02:03 with pseudo-sequence HLA-A02:03. The binding affinity (normalized) is 0.678. (3) The peptide sequence is IRHHVRWAL. The MHC is BoLA-AW10 with pseudo-sequence BoLA-AW10. The binding affinity (normalized) is 0.253. (4) The peptide sequence is RAMAWTVV. The MHC is HLA-A68:02 with pseudo-sequence HLA-A68:02. The binding affinity (normalized) is 0. (5) The binding affinity (normalized) is 0.0847. The MHC is HLA-B07:02 with pseudo-sequence HLA-B07:02. The peptide sequence is RAYHAMSST.